Dataset: Forward reaction prediction with 1.9M reactions from USPTO patents (1976-2016). Task: Predict the product of the given reaction. (1) Given the reactants [CH3:1][O:2][C:3]1[CH:16]=[CH:15][C:14]2[C:5](=[C:6]([NH2:17])[N:7]=[C:8]3[C:13]=2[CH:12]=[CH:11][CH:10]=[CH:9]3)[CH:4]=1.Cl[CH2:19][CH:20]=O.C(=O)(O)[O-].[Na+], predict the reaction product. The product is: [CH3:1][O:2][C:3]1[CH:16]=[CH:15][C:14]2[C:13]3[CH:12]=[CH:11][CH:10]=[CH:9][C:8]=3[N:7]3[CH:19]=[CH:20][N:17]=[C:6]3[C:5]=2[CH:4]=1. (2) Given the reactants Br[C:2]1[S:3][CH:4]=[C:5]([N:7]2[C:15](=[O:16])[C:14]3[C:9](=[CH:10][CH:11]=[CH:12][CH:13]=3)[C:8]2=[O:17])[N:6]=1.C[Sn](C)(C)[C:20]1[CH:21]=[CH:22][C:23]([CH2:26][OH:27])=[N:24][CH:25]=1, predict the reaction product. The product is: [OH:27][CH2:26][C:23]1[N:24]=[CH:25][C:20]([C:2]2[S:3][CH:4]=[C:5]([N:7]3[C:15](=[O:16])[C:14]4[C:9](=[CH:10][CH:11]=[CH:12][CH:13]=4)[C:8]3=[O:17])[N:6]=2)=[CH:21][CH:22]=1. (3) Given the reactants [F:1][C:2]1[CH:7]=[CH:6][CH:5]=[C:4]([F:8])[C:3]=1[N:9]1[C:14]2[N:15]=[C:16](S(C)(=O)=O)[N:17]=[C:18]([C:19]3[CH:24]=[CH:23][C:22]([F:25])=[CH:21][C:20]=3[CH3:26])[C:13]=2[CH:12]=[CH:11][C:10]1=[O:31].[CH3:32][N:33]1[CH2:38][CH2:37][CH:36]([NH2:39])[CH2:35][CH2:34]1, predict the reaction product. The product is: [F:1][C:2]1[CH:7]=[CH:6][CH:5]=[C:4]([F:8])[C:3]=1[N:9]1[C:14]2[N:15]=[C:16]([NH:39][CH:36]3[CH2:37][CH2:38][N:33]([CH3:32])[CH2:34][CH2:35]3)[N:17]=[C:18]([C:19]3[CH:24]=[CH:23][C:22]([F:25])=[CH:21][C:20]=3[CH3:26])[C:13]=2[CH:12]=[CH:11][C:10]1=[O:31]. (4) The product is: [CH3:38][O:39][CH2:40][CH2:41][CH2:42][NH:43][S:26]([NH:29][C:30](=[O:31])[O:24][CH2:23][CH2:22][CH2:21][C:11]1[CH:12]=[CH:13][C:14]([O:16][CH2:17][CH2:18][O:19][CH3:20])=[CH:15][C:10]=1[O:9][C:3]1[C:2]([Cl:1])=[CH:7][C:6]([Cl:8])=[CH:5][N:4]=1)(=[O:28])=[O:27]. Given the reactants [Cl:1][C:2]1[C:3]([O:9][C:10]2[CH:15]=[C:14]([O:16][CH2:17][CH2:18][O:19][CH3:20])[CH:13]=[CH:12][C:11]=2[CH2:21][CH2:22][CH2:23][OH:24])=[N:4][CH:5]=[C:6]([Cl:8])[CH:7]=1.Cl[S:26]([N:29]=[C:30]=[O:31])(=[O:28])=[O:27].N1C=CC=CC=1.[CH3:38][O:39][CH2:40][CH2:41][CH2:42][NH2:43], predict the reaction product.